From a dataset of Peptide-MHC class I binding affinity with 185,985 pairs from IEDB/IMGT. Regression. Given a peptide amino acid sequence and an MHC pseudo amino acid sequence, predict their binding affinity value. This is MHC class I binding data. (1) The peptide sequence is RLCVQSTHV. The MHC is HLA-A02:01 with pseudo-sequence HLA-A02:01. The binding affinity (normalized) is 0.102. (2) The peptide sequence is RVLGRVLPY. The MHC is HLA-B15:17 with pseudo-sequence HLA-B15:17. The binding affinity (normalized) is 1.00. (3) The peptide sequence is PTPLLYRLGA. The MHC is Mamu-A01 with pseudo-sequence Mamu-A01. The binding affinity (normalized) is 0.393. (4) The peptide sequence is KTMAMALSIV. The MHC is HLA-A02:17 with pseudo-sequence HLA-A02:17. The binding affinity (normalized) is 0.252. (5) The peptide sequence is CSNDKSLVY. The MHC is HLA-A01:01 with pseudo-sequence HLA-A01:01. The binding affinity (normalized) is 0.561. (6) The peptide sequence is DTLKVCIGY. The MHC is HLA-B48:01 with pseudo-sequence HLA-B48:01. The binding affinity (normalized) is 0.0847. (7) The peptide sequence is QLFPELECF. The MHC is HLA-A80:01 with pseudo-sequence HLA-A80:01. The binding affinity (normalized) is 0.0847.